This data is from Catalyst prediction with 721,799 reactions and 888 catalyst types from USPTO. The task is: Predict which catalyst facilitates the given reaction. (1) Reactant: [CH2:1]([O:3][P:4]([CH2:9][C:10]1[CH:15]=[CH:14][CH:13]=[C:12]([CH2:16][N:17]2[C:25](Br)=[N:24][C:23]3[C:18]2=[N:19][C:20]([O:28][CH2:29][CH2:30][O:31][CH3:32])=[N:21][C:22]=3[NH2:27])[CH:11]=1)(=[O:8])[O:5]CC)[CH3:2].C([O-])(=[S:35])C.[K+]. Product: [CH2:1]([O:3][P:4]([CH2:9][C:10]1[CH:15]=[CH:14][CH:13]=[C:12]([CH2:16][N:17]2[C:25]([SH:35])=[N:24][C:23]3[C:18]2=[N:19][C:20]([O:28][CH2:29][CH2:30][O:31][CH3:32])=[N:21][C:22]=3[NH2:27])[CH:11]=1)(=[O:8])[OH:5])[CH3:2]. The catalyst class is: 3. (2) Reactant: [C:1](OC(=O)C)(=[O:3])[CH3:2].[NH2:8][C:9]1[CH:10]=[C:11]([CH:15]=[CH:16][C:17]=1[C:18]([O:20][CH3:21])=[O:19])[C:12]([OH:14])=[O:13]. Product: [NH:8]([C:9]1[CH:10]=[C:11]([CH:15]=[CH:16][C:17]=1[C:18]([O:20][CH3:21])=[O:19])[C:12]([OH:14])=[O:13])[C:1]([CH3:2])=[O:3]. The catalyst class is: 15. (3) Reactant: [C:1]([O:5][C:6]([N:8]1[CH2:11][CH:10](OS(C)(=O)=O)[CH2:9]1)=[O:7])([CH3:4])([CH3:3])[CH3:2].[I:17][C:18]1[CH:19]=[N:20][NH:21][CH:22]=1.C(=O)([O-])[O-].[K+].[K+].C1OCCOCCOCCOCCOCCOC1. Product: [C:1]([O:5][C:6]([N:8]1[CH2:11][CH:10]([N:20]2[CH:19]=[C:18]([I:17])[CH:22]=[N:21]2)[CH2:9]1)=[O:7])([CH3:4])([CH3:3])[CH3:2]. The catalyst class is: 18. (4) Reactant: [N:1]1([C:5]2([C:23]#N)[CH2:10][CH2:9][CH:8]([CH2:11][O:12][CH2:13][C:14]#[C:15][Si:16]([CH2:21][CH3:22])([CH2:19][CH3:20])[CH2:17][CH3:18])[CH2:7][CH2:6]2)[CH2:4][CH2:3][CH2:2]1.[C:25]1([Mg]Cl)[CH:30]=[CH:29]C=[CH:27][CH:26]=1.[Cl-].[NH4+].O. Product: [C:23]1([C:5]2([N:1]3[CH2:4][CH2:3][CH2:2]3)[CH2:10][CH2:9][CH:8]([CH2:11][O:12][CH2:13][C:14]#[C:15][Si:16]([CH2:21][CH3:22])([CH2:19][CH3:20])[CH2:17][CH3:18])[CH2:7][CH2:6]2)[CH:29]=[CH:30][CH:25]=[CH:26][CH:27]=1. The catalyst class is: 7. (5) Reactant: [CH3:1][O:2][C:3]1[CH:20]=[CH:19][C:6]([NH:7][CH:8]=[C:9]2[C:14](=[O:15])OC(C)(C)OC2=O)=[CH:5][C:4]=1[C:21]([O:23][CH3:24])=[O:22].C1(C2C=CC=CC=2)C=CC=CC=1.C1(OC2C=CC=CC=2)C=CC=CC=1. Product: [CH3:1][O:2][C:3]1[CH:20]=[C:19]2[C:6](=[CH:5][C:4]=1[C:21]([O:23][CH3:24])=[O:22])[NH:7][CH:8]=[CH:9][C:14]2=[O:15]. The catalyst class is: 27. (6) Reactant: [Br:1][C:2]1[CH:3]=[C:4]2[C:8](=[CH:9][CH:10]=1)[C:7](=O)[CH2:6][CH2:5]2.Cl.[CH3:13][O:14][NH2:15]. Product: [CH3:13][O:14][N:15]=[C:7]1[C:8]2[C:4](=[CH:3][C:2]([Br:1])=[CH:10][CH:9]=2)[CH2:5][CH2:6]1. The catalyst class is: 17. (7) Reactant: CCN(C(C)C)C(C)C.C1C=CC2N(O)N=NC=2C=1.CCN=C=NCCCN(C)C.[C:31]1([N:37]2[CH:41]=[C:40]([C:42]([OH:44])=O)[N:39]=[N:38]2)[CH:36]=[CH:35][CH:34]=[CH:33][CH:32]=1.Cl.[NH2:46][CH2:47][C:48]([N:50]1[CH2:55][CH2:54][N:53]([C:56]([C:58]2[CH:59]=[N:60][CH:61]=[CH:62][C:63]=2[C:64]([F:67])([F:66])[F:65])=[O:57])[CH2:52][CH2:51]1)=[O:49].FC(F)(F)C1C(C(O)=O)=CN=CC=1. Product: [O:49]=[C:48]([N:50]1[CH2:55][CH2:54][N:53]([C:56]([C:58]2[CH:59]=[N:60][CH:61]=[CH:62][C:63]=2[C:64]([F:67])([F:66])[F:65])=[O:57])[CH2:52][CH2:51]1)[CH2:47][NH:46][C:42]([C:40]1[N:39]=[N:38][N:37]([C:31]2[CH:32]=[CH:33][CH:34]=[CH:35][CH:36]=2)[CH:41]=1)=[O:44]. The catalyst class is: 18. (8) Reactant: [F:1][C:2]1[CH:7]=[CH:6][CH:5]=[C:4]([F:8])[C:3]=1[N:9]1[C:14]2[N:15]=[C:16]([N:29]3[CH2:34][CH2:33][CH:32]([N:35]4[CH2:40][CH2:39][CH:38]([CH3:41])[CH2:37][CH2:36]4)[CH2:31][CH2:30]3)[N:17]=[C:18]([C:19]3[CH:20]=[C:21]([CH:25]=[CH:26][C:27]=3[CH3:28])[C:22](O)=[O:23])[C:13]=2[CH:12]=[CH:11][C:10]1=[O:42].CN(C(O[N:51]1N=N[C:53]2C=CC=C[C:52]1=2)=[N+](C)C)C.F[P-](F)(F)(F)(F)F.C(N(CC)CC)C.C(N)C. Product: [F:8][C:4]1[CH:5]=[CH:6][CH:7]=[C:2]([F:1])[C:3]=1[N:9]1[C:14]2[N:15]=[C:16]([N:29]3[CH2:34][CH2:33][CH:32]([N:35]4[CH2:40][CH2:39][CH:38]([CH3:41])[CH2:37][CH2:36]4)[CH2:31][CH2:30]3)[N:17]=[C:18]([C:19]3[CH:20]=[C:21]([CH:25]=[CH:26][C:27]=3[CH3:28])[C:22]([NH:51][CH2:52][CH3:53])=[O:23])[C:13]=2[CH:12]=[CH:11][C:10]1=[O:42]. The catalyst class is: 198. (9) Reactant: [CH3:1][O:2][C:3](=[O:36])[C@@H:4]([NH:25][C:26](=[O:35])[C:27]1[CH:32]=[C:31]([Cl:33])[CH:30]=[CH:29][C:28]=1[NH2:34])[CH2:5][C:6]1[CH:11]=[CH:10][C:9]([C:12]2[CH:17]=[CH:16][CH:15]=[CH:14][C:13]=2[O:18][C:19]2[CH:24]=[CH:23][CH:22]=[CH:21][CH:20]=2)=[CH:8][CH:7]=1.[CH3:37][CH:38]([CH2:41][CH2:42][CH3:43])[CH:39]=O. Product: [CH3:1][O:2][C:3](=[O:36])[C@@H:4]([NH:25][C:26](=[O:35])[C:27]1[CH:32]=[C:31]([Cl:33])[CH:30]=[CH:29][C:28]=1[NH:34][CH2:37][CH:38]([CH3:39])[CH2:41][CH2:42][CH3:43])[CH2:5][C:6]1[CH:7]=[CH:8][C:9]([C:12]2[CH:17]=[CH:16][CH:15]=[CH:14][C:13]=2[O:18][C:19]2[CH:24]=[CH:23][CH:22]=[CH:21][CH:20]=2)=[CH:10][CH:11]=1.[Cl:33][C:31]1[CH:30]=[CH:29][C:28]([NH:34][CH2:37][CH:38]([CH3:39])[CH2:41][CH2:42][CH3:43])=[C:27]([CH:32]=1)[C:26]([NH:25][C@@H:4]([CH2:5][C:6]1[CH:7]=[CH:8][C:9]([C:12]2[CH:17]=[CH:16][CH:15]=[CH:14][C:13]=2[O:18][C:19]2[CH:24]=[CH:23][CH:22]=[CH:21][CH:20]=2)=[CH:10][CH:11]=1)[C:3]([OH:2])=[O:36])=[O:35]. The catalyst class is: 26.